Task: Regression. Given two drug SMILES strings and cell line genomic features, predict the synergy score measuring deviation from expected non-interaction effect.. Dataset: NCI-60 drug combinations with 297,098 pairs across 59 cell lines Drug 1: C1CCC(CC1)NC(=O)N(CCCl)N=O. Drug 2: C1CN1P(=S)(N2CC2)N3CC3. Cell line: SF-295. Synergy scores: CSS=52.7, Synergy_ZIP=-8.85, Synergy_Bliss=-2.48, Synergy_Loewe=-0.00656, Synergy_HSA=0.751.